From a dataset of Reaction yield outcomes from USPTO patents with 853,638 reactions. Predict the reaction yield, written as a fraction of the theoretical maximum amount of product (1.0 means a 100% yield; for example, 0.34 means a 34% yield). The yield is 0.830. The product is [C:13]12([NH:18][C:6]3[C:5]([C:9]([NH2:11])=[O:10])=[CH:4][N:3]=[C:2]([Cl:1])[N:7]=3)[CH2:17][CH:15]([CH2:16]1)[CH2:14]2. The catalyst is O. The reactants are [Cl:1][C:2]1[N:7]=[C:6](Cl)[C:5]([C:9]([NH2:11])=[O:10])=[CH:4][N:3]=1.Cl.[C:13]12([NH2:18])[CH2:17][CH:15]([CH2:16]1)[CH2:14]2.C(=O)(O)[O-].[Na+].CN1C(=O)CCC1.